This data is from Full USPTO retrosynthesis dataset with 1.9M reactions from patents (1976-2016). The task is: Predict the reactants needed to synthesize the given product. (1) Given the product [Cl:1][C:2]1[CH:11]=[C:10]2[C:5]([CH:6]=[CH:7][N+:8]([O-:21])=[CH:9]2)=[CH:4][C:3]=1[F:12], predict the reactants needed to synthesize it. The reactants are: [Cl:1][C:2]1[CH:11]=[C:10]2[C:5]([CH:6]=[CH:7][N:8]=[CH:9]2)=[CH:4][C:3]=1[F:12].ClC1C=CC=C(C(OO)=[O:21])C=1. (2) Given the product [Si:14]([O:13][CH2:12][C@@H:10]1[CH2:11][C:7](/[CH:47]=[CH:48]/[CH3:49])=[CH:8][N:9]1[C:21]([C:22]1[CH:27]=[C:26]([O:28][CH3:29])[C:25]([O:30][Si:31]([CH:32]([CH3:34])[CH3:33])([CH:38]([CH3:39])[CH3:40])[CH:35]([CH3:36])[CH3:37])=[CH:24][C:23]=1[N+:41]([O-:43])=[O:42])=[O:44])([C:17]([CH3:18])([CH3:19])[CH3:20])([CH3:16])[CH3:15], predict the reactants needed to synthesize it. The reactants are: FC(F)(F)S(O[C:7]1[CH2:11][C@@H:10]([CH2:12][O:13][Si:14]([C:17]([CH3:20])([CH3:19])[CH3:18])([CH3:16])[CH3:15])[N:9]([C:21](=[O:44])[C:22]2[CH:27]=[C:26]([O:28][CH3:29])[C:25]([O:30][Si:31]([CH:38]([CH3:40])[CH3:39])([CH:35]([CH3:37])[CH3:36])[CH:32]([CH3:34])[CH3:33])=[CH:24][C:23]=2[N+:41]([O-:43])=[O:42])[CH:8]=1)(=O)=O.[CH:47](/B(O)O)=[CH:48]\[CH3:49].P([O-])([O-])([O-])=O.[K+].[K+].[K+].C(OCC)(=O)C. (3) Given the product [CH3:31][N:32]([CH3:36])[CH2:33][CH2:34][NH:35][C:25](=[O:26])[CH:24]([N:8]1[C:4]2[N:5]=[CH:6][N:7]=[C:2]([NH2:1])[C:3]=2[C:10]([C:11]2[CH:12]=[CH:13][C:14]([O:17][C:18]3[CH:19]=[CH:20][CH:21]=[CH:22][CH:23]=3)=[CH:15][CH:16]=2)=[CH:9]1)[CH3:30], predict the reactants needed to synthesize it. The reactants are: [NH2:1][C:2]1[C:3]2[C:10]([C:11]3[CH:16]=[CH:15][C:14]([O:17][C:18]4[CH:23]=[CH:22][CH:21]=[CH:20][CH:19]=4)=[CH:13][CH:12]=3)=[CH:9][N:8]([CH:24]([CH3:30])[C:25](OCC)=[O:26])[C:4]=2[N:5]=[CH:6][N:7]=1.[CH3:31][N:32]([CH3:36])[CH2:33][CH2:34][NH2:35].C(=O)=O. (4) Given the product [NH2:1][C:2]1[N:7]=[C:6]([C:8]2[S:12][C:11]3[CH:13]=[CH:14][C:15]([CH2:17][C:18]4[CH:19]=[C:20]([CH:36]=[CH:37][CH:38]=4)[C:21]([NH:23][C:24]4[CH:25]=[CH:26][C:27]([O:41][CH3:40])=[CH:28][CH:29]=4)=[O:22])=[CH:16][C:10]=3[C:9]=2[CH3:39])[CH:5]=[CH:4][N:3]=1, predict the reactants needed to synthesize it. The reactants are: [NH2:1][C:2]1[N:7]=[C:6]([C:8]2[S:12][C:11]3[CH:13]=[CH:14][C:15]([CH2:17][C:18]4[CH:19]=[C:20]([CH:36]=[CH:37][CH:38]=4)[C:21]([NH:23][C:24]4[CH:29]=[CH:28][C:27](N5CCOCC5)=[CH:26][CH:25]=4)=[O:22])=[CH:16][C:10]=3[C:9]=2[CH3:39])[CH:5]=[CH:4][N:3]=1.[CH3:40][O:41]C1C=CC(N)=CC=1.O1CCN(C2C=CC(N)=CC=2)CC1. (5) Given the product [CH:1]1([CH2:4][NH:5][C:6]([C:8]2[CH:9]=[CH:10][C:11]([C:14]3[CH:19]=[C:18]([C:20]4[O:21][C:28]([CH2:29][CH3:30])=[N:23][N:22]=4)[CH:17]=[CH:16][C:15]=3[CH3:24])=[CH:12][CH:13]=2)=[O:7])[CH2:3][CH2:2]1, predict the reactants needed to synthesize it. The reactants are: [CH:1]1([CH2:4][NH:5][C:6]([C:8]2[CH:13]=[CH:12][C:11]([C:14]3[CH:19]=[C:18]([C:20]([NH:22][NH2:23])=[O:21])[CH:17]=[CH:16][C:15]=3[CH3:24])=[CH:10][CH:9]=2)=[O:7])[CH2:3][CH2:2]1.C(O[C:28](OCC)(OCC)[CH2:29][CH3:30])C. (6) The reactants are: [CH3:1][O:2][C:3]([C@H:5]1[CH2:10][CH2:9][C@H:8]([C:11](O)=[O:12])[CH2:7][CH2:6]1)=[O:4].CCN(CC)CC.ClC(OC)=O.[BH4-].[Na+]. Given the product [OH:12][CH2:11][C@H:8]1[CH2:7][CH2:6][C@H:5]([C:3]([O:2][CH3:1])=[O:4])[CH2:10][CH2:9]1, predict the reactants needed to synthesize it. (7) The reactants are: [N:1]1[CH:6]=[CH:5][CH:4]=[CH:3][C:2]=1[S:7](Cl)(=[O:9])=[O:8].[C:11]([O:15][C:16](=[O:35])[NH:17][C@H:18]([C:23](=[O:34])[NH:24][C@H:25]1[CH2:31][CH2:30][C@@H:29]([CH3:32])[NH:28][CH2:27][C@@H:26]1[OH:33])[CH2:19][CH:20]([CH3:22])[CH3:21])([CH3:14])([CH3:13])[CH3:12].C(=O)(O)[O-].[Na+]. Given the product [C:11]([O:15][C:16](=[O:35])[NH:17][C@H:18]([C:23](=[O:34])[NH:24][C@H:25]1[CH2:31][CH2:30][C@@H:29]([CH3:32])[NH:28][CH:27]([S:7]([C:2]2[CH:3]=[CH:4][CH:5]=[CH:6][N:1]=2)(=[O:9])=[O:8])[C@H:26]1[OH:33])[CH2:19][CH:20]([CH3:22])[CH3:21])([CH3:13])([CH3:14])[CH3:12], predict the reactants needed to synthesize it. (8) Given the product [CH2:11]([O:18][C:19]1[CH:26]=[CH:25][C:22]([C:23]2[NH:1][N:2]=[C:3]([C:5]3[CH:10]=[N:9][CH:8]=[CH:7][N:6]=3)[N:4]=2)=[C:21]([OH:27])[CH:20]=1)[C:12]1[CH:13]=[CH:14][CH:15]=[CH:16][CH:17]=1, predict the reactants needed to synthesize it. The reactants are: [NH2:1][NH:2][C:3]([C:5]1[CH:10]=[N:9][CH:8]=[CH:7][N:6]=1)=[NH:4].[CH2:11]([O:18][C:19]1[CH:26]=[CH:25][C:22]([CH:23]=O)=[C:21]([OH:27])[CH:20]=1)[C:12]1[CH:17]=[CH:16][CH:15]=[CH:14][CH:13]=1.